From a dataset of Reaction yield outcomes from USPTO patents with 853,638 reactions. Predict the reaction yield, written as a fraction of the theoretical maximum amount of product (1.0 means a 100% yield; for example, 0.34 means a 34% yield). The reactants are [F:1][C:2]1[CH:7]=[C:6]([N:8]2[CH:13]=[CH:12][CH:11]=[CH:10][C:9]2=[O:14])[CH:5]=[CH:4][C:3]=1[CH2:15][C:16]([C:18]1[N:22]([C:23]2[CH:28]=[CH:27][C:26]([O:29][CH3:30])=[CH:25][CH:24]=2)[N:21]=[C:20]([C:31]#[N:32])[CH:19]=1)=[O:17].S(O)(O)(=O)=[O:34].C(OCC)(=O)C. The catalyst is O. The product is [F:1][C:2]1[CH:7]=[C:6]([N:8]2[CH:13]=[CH:12][CH:11]=[CH:10][C:9]2=[O:14])[CH:5]=[CH:4][C:3]=1[CH2:15][C:16]([C:18]1[N:22]([C:23]2[CH:24]=[CH:25][C:26]([O:29][CH3:30])=[CH:27][CH:28]=2)[N:21]=[C:20]([C:31]([NH2:32])=[O:34])[CH:19]=1)=[O:17]. The yield is 0.410.